This data is from Full USPTO retrosynthesis dataset with 1.9M reactions from patents (1976-2016). The task is: Predict the reactants needed to synthesize the given product. (1) Given the product [CH2:1]([C:4]1[N:5]([CH2:17][CH2:18][CH2:19][CH:20]([OH:21])[CH3:23])[C:6]2[C:15]3[CH:14]=[CH:13][CH:12]=[CH:11][C:10]=3[N:9]=[CH:8][C:7]=2[N:16]=1)[CH2:2][CH3:3], predict the reactants needed to synthesize it. The reactants are: [CH2:1]([C:4]1[N:5]([CH2:17][CH2:18][CH2:19][CH:20]=[O:21])[C:6]2[C:15]3[CH:14]=[CH:13][CH:12]=[CH:11][C:10]=3[N:9]=[CH:8][C:7]=2[N:16]=1)[CH2:2][CH3:3].N[C:23]1C2N=C(CCCC)N(CCCC(N(OC)C)=O)C=2C2N=CC=CC=2N=1. (2) Given the product [CH3:48][N:62]([CH3:63])[C:5]1[CH:6]=[C:7]2[C:11](=[CH:12][CH:13]=1)[C:10](=[O:14])[N:9]([C:15]1[CH:20]=[CH:19][CH:18]=[C:17]([C:21]3[CH:26]=[C:25]([NH:27][C:28]4[CH:37]=[C:31]5[CH2:32][N:33]([CH3:36])[CH2:34][CH2:35][N:30]5[N:29]=4)[C:24](=[O:38])[N:23]([CH3:39])[CH:22]=3)[C:16]=1[CH2:40][OH:41])[CH2:8]2, predict the reactants needed to synthesize it. The reactants are: C([C:5]1[CH:6]=[C:7]2[C:11](=[CH:12][CH:13]=1)[C:10](=[O:14])[N:9]([C:15]1[CH:20]=[CH:19][CH:18]=[C:17]([C:21]3[CH:26]=[C:25]([NH:27][C:28]4[CH:37]=[C:31]5[CH2:32][N:33]([CH3:36])[CH2:34][CH2:35][N:30]5[N:29]=4)[C:24](=[O:38])[N:23]([CH3:39])[CH:22]=3)[C:16]=1[CH2:40][OH:41])[CH2:8]2)(C)(C)C.C(OCC1C(B2OC(C)(C)C(C)(C)O2)=CC=C[C:48]=1[N:62]1CC2C(=CC=C(N(C)C)C=2)[C:63]1=O)(=O)C. (3) Given the product [F:18][C:19]1[CH:24]=[CH:23][CH:22]=[C:21]([F:25])[C:20]=1[O:26][CH2:2][C:3]1[CH:8]=[C:7]([OH:9])[N:6]2[N:10]=[C:11]([C:13]3[O:14][CH:15]=[CH:16][CH:17]=3)[CH:12]=[C:5]2[N:4]=1, predict the reactants needed to synthesize it. The reactants are: Cl[CH2:2][C:3]1[CH:8]=[C:7]([OH:9])[N:6]2[N:10]=[C:11]([C:13]3[O:14][CH:15]=[CH:16][CH:17]=3)[CH:12]=[C:5]2[N:4]=1.[F:18][C:19]1[CH:24]=[CH:23][CH:22]=[C:21]([F:25])[C:20]=1[OH:26].C([O-])([O-])=O.[K+].[K+].C(O)(=O)C. (4) Given the product [OH2:18].[C:17]([O-:20])([O-:19])=[O:18].[Na+:21].[Na+:21].[O-:26][S:24]([O-:27])(=[O:25])=[O:23].[Na+:21].[Na+:21], predict the reactants needed to synthesize it. The reactants are: C1C=CC2SN=C(N3CCNCC3)C=2C=1.Cl.[C:17]([O-:20])([O-:19])=[O:18].[Na+:21].[Na+].[O-:23][S:24]([O-:27])(=[O:26])=[O:25].[Na+].[Na+].C1C=CC2SN=C(N3CCN(CCC4C=C5CC(=O)NC5=CC=4Cl)CC3)C=2C=1. (5) Given the product [C:25]([N:6]1[CH2:7][C:8]2[CH:15]=[CH:14][C:13]([C:31]3[CH:39]=[CH:38][CH:37]=[CH:36][C:32]=3[C:33]([NH2:35])=[O:34])=[CH:12][C:9]=2[CH2:10][CH2:11][C:4]2[CH:3]=[C:2]([Cl:1])[CH:29]=[CH:28][C:5]1=2)(=[O:27])[CH3:26], predict the reactants needed to synthesize it. The reactants are: [Cl:1][C:2]1[CH:29]=[CH:28][C:5]2[N:6]([C:25](=[O:27])[CH3:26])[CH2:7][C:8]3[CH:15]=[CH:14][C:13](B4OC(C)(C)C(C)(C)O4)=[CH:12][C:9]=3[CH2:10][CH2:11][C:4]=2[CH:3]=1.Br[C:31]1[CH:39]=[CH:38][CH:37]=[CH:36][C:32]=1[C:33]([NH2:35])=[O:34].C([O-])([O-])=O.[Na+].[Na+]. (6) The reactants are: [F:1][C:2]([F:39])([F:38])[C:3]1[CH:4]=[C:5]([C@H:13]2[O:17][C:16](=[O:18])[N:15]([CH2:19][C:20]3[C:25](B4OC(C)(C)C(C)(C)O4)=[CH:24][N:23]=[C:22]([S:35][CH3:36])[N:21]=3)[C@H:14]2[CH3:37])[CH:6]=[C:7]([C:9]([F:12])([F:11])[F:10])[CH:8]=1.Br[C:41]1[CH:42]=[C:43]([C:49]2[C:58]([CH3:59])=[CH:57][C:52]([C:53]([O:55][CH3:56])=[O:54])=[CH:51][C:50]=2[CH3:60])[CH:44]=[N:45][C:46]=1[O:47][CH3:48].P([O-])([O-])([O-])=O.[K+].[K+].[K+]. Given the product [F:1][C:2]([F:39])([F:38])[C:3]1[CH:4]=[C:5]([C@H:13]2[O:17][C:16](=[O:18])[N:15]([CH2:19][C:20]3[C:25]([C:41]4[CH:42]=[C:43]([C:49]5[C:58]([CH3:59])=[CH:57][C:52]([C:53]([O:55][CH3:56])=[O:54])=[CH:51][C:50]=5[CH3:60])[CH:44]=[N:45][C:46]=4[O:47][CH3:48])=[CH:24][N:23]=[C:22]([S:35][CH3:36])[N:21]=3)[C@H:14]2[CH3:37])[CH:6]=[C:7]([C:9]([F:10])([F:12])[F:11])[CH:8]=1, predict the reactants needed to synthesize it. (7) Given the product [CH3:13][C:9]1[CH:10]=[CH:11][CH:12]=[C:2]([O:1][CH2:26][CH2:27][O:28][C@@H:29]2[CH2:34][CH2:33][CH2:32][C@H:31]([O:35][CH2:36][C:37]3[N:38]=[C:39]([C:43]4[CH:44]=[C:45]([CH3:49])[CH:46]=[CH:47][CH:48]=4)[O:40][C:41]=3[CH3:42])[CH2:30]2)[C:3]=1[C:4]([O:6][CH2:7][CH3:8])=[O:5], predict the reactants needed to synthesize it. The reactants are: [OH:1][C:2]1[CH:12]=[CH:11][CH:10]=[C:9]([CH3:13])[C:3]=1[C:4]([O:6][CH2:7][CH3:8])=[O:5].[H-].[Na+].C1(C)C=CC(S(O[CH2:26][CH2:27][O:28][C@@H:29]2[CH2:34][CH2:33][CH2:32][C@H:31]([O:35][CH2:36][C:37]3[N:38]=[C:39]([C:43]4[CH:44]=[C:45]([CH3:49])[CH:46]=[CH:47][CH:48]=4)[O:40][C:41]=3[CH3:42])[CH2:30]2)(=O)=O)=CC=1. (8) Given the product [C:1]([O:5][C:6]([N:8]1[CH2:13][CH2:12][C:11]([F:14])([F:15])[CH:10]([NH2:16])[CH2:9]1)=[O:7])([CH3:4])([CH3:2])[CH3:3], predict the reactants needed to synthesize it. The reactants are: [C:1]([O:5][C:6]([N:8]1[CH2:13][CH2:12][C:11]([F:15])([F:14])[CH:10]([N:16]=[N+]=[N-])[CH2:9]1)=[O:7])([CH3:4])([CH3:3])[CH3:2].